From a dataset of Forward reaction prediction with 1.9M reactions from USPTO patents (1976-2016). Predict the product of the given reaction. (1) Given the reactants [CH3:1][C:2]1[CH:3]=[C:4]([CH:8]=[CH:9][C:10]=1[O:11][CH3:12])[C:5]([OH:7])=[O:6].S(=O)(=O)(O)O.[C:18](=O)(O)[O-].[Na+], predict the reaction product. The product is: [CH3:1][C:2]1[CH:3]=[C:4]([CH:8]=[CH:9][C:10]=1[O:11][CH3:12])[C:5]([O:7][CH3:18])=[O:6]. (2) Given the reactants C(N(CC)CC)C.[CH3:8][S:9](Cl)(=[O:11])=[O:10].C1COCC1.[OH:18][C:19]1[CH:29]=[CH:28][CH:27]=[C:21]2[C:22]([O:24][C:25](=[O:26])[C:20]=12)=[O:23], predict the reaction product. The product is: [CH3:8][S:9]([O:18][C:19]1[CH:29]=[CH:28][CH:27]=[C:21]2[C:22]([O:24][C:25](=[O:26])[C:20]=12)=[O:23])(=[O:11])=[O:10]. (3) The product is: [NH2:19][C:11]1[O:12][C@H:13]([C:15]([F:18])([F:17])[F:16])[CH2:14][C@:9]([C:4]2[CH:3]=[C:2]([NH:30][C:28](=[O:29])[C:25]3[CH:24]=[CH:23][C:22]([Cl:21])=[CH:27][N:26]=3)[CH:7]=[N:6][C:5]=2[F:8])([CH3:20])[N:10]=1. Given the reactants Br[C:2]1[CH:3]=[C:4]([C@:9]2([CH3:20])[CH2:14][C@@H:13]([C:15]([F:18])([F:17])[F:16])[O:12][C:11]([NH2:19])=[N:10]2)[C:5]([F:8])=[N:6][CH:7]=1.[Cl:21][C:22]1[CH:23]=[CH:24][C:25]([C:28]([NH2:30])=[O:29])=[N:26][CH:27]=1.C(=O)([O-])[O-].[K+].[K+].CN[C@@H]1CCCC[C@H]1NC, predict the reaction product.